From a dataset of Forward reaction prediction with 1.9M reactions from USPTO patents (1976-2016). Predict the product of the given reaction. (1) Given the reactants C1(P(C2C=CC=CC=2)C2C=CC=CC=2)C=CC=CC=1.N1C=CN=C1.[I:25]I.[F:27][C:28]([F:37])([C:33]([F:36])([F:35])[F:34])[CH2:29][CH2:30][CH2:31]O, predict the reaction product. The product is: [F:27][C:28]([F:37])([C:33]([F:36])([F:35])[F:34])[CH2:29][CH2:30][CH2:31][I:25]. (2) Given the reactants [OH:1][CH:2]([CH:7]([OH:16])[C:8]1[CH:13]=[CH:12][C:11]([O:14][CH3:15])=[CH:10][CH:9]=1)[C:3]([O:5][CH3:6])=[O:4].[C:17]1(C)[CH:22]=CC(S(O)(=O)=O)=C[CH:18]=1, predict the reaction product. The product is: [CH3:15][O:14][C:11]1[CH:10]=[CH:9][C:8]([CH:7]2[O:16][C:17]([CH3:22])([CH3:18])[O:1][CH:2]2[C:3]([O:5][CH3:6])=[O:4])=[CH:13][CH:12]=1. (3) Given the reactants Br[C:2]1[CH:3]=[CH:4][C:5]([O:10][C:11]([F:14])([F:13])[F:12])=[C:6]([CH:9]=1)[CH:7]=[O:8].[Cl:15][C:16]1[CH:21]=[CH:20][C:19](B(O)O)=[CH:18][CH:17]=1, predict the reaction product. The product is: [Cl:15][C:16]1[CH:21]=[CH:20][C:19]([C:2]2[CH:3]=[CH:4][C:5]([O:10][C:11]([F:14])([F:13])[F:12])=[C:6]([CH:7]=[O:8])[CH:9]=2)=[CH:18][CH:17]=1. (4) Given the reactants [OH-:1].[Ca+2].[OH-].[CH:4]1[C:11]([CH:12]([CH3:14])[CH3:13])=[CH:10][CH:9]=[C:7]([CH3:8])[C:5]=1O, predict the reaction product. The product is: [C:7]1([CH3:8])[CH2:9][CH2:10][CH:11]([C:12]([CH2:14][OH:1])=[CH2:13])[CH2:4][CH:5]=1. (5) Given the reactants [CH2:1]([N:8]1[C:13](=[O:14])[C:12]([CH3:15])=[C:11]2[S:16][C:17]([C:19](O)=[O:20])=[CH:18][N:10]2[C:9]1=[O:22])[C:2]1[CH:7]=[CH:6][CH:5]=[CH:4][CH:3]=1.Cl.[N:24]1[S:28][N:27]=[C:26]2[CH:29]=[C:30]([CH2:33][NH2:34])[CH:31]=[CH:32][C:25]=12.O.ON1C2C=CC=CC=2N=N1.Cl.CN(C)CCCN=C=NCC, predict the reaction product. The product is: [N:24]1[S:28][N:27]=[C:26]2[CH:29]=[C:30]([CH2:33][NH:34][C:19]([C:17]3[S:16][C:11]4[N:10]([C:9](=[O:22])[N:8]([CH2:1][C:2]5[CH:7]=[CH:6][CH:5]=[CH:4][CH:3]=5)[C:13](=[O:14])[C:12]=4[CH3:15])[CH:18]=3)=[O:20])[CH:31]=[CH:32][C:25]=12. (6) Given the reactants [NH2:1][C:2]1[N:7]=[C:6]([NH:8][CH2:9][CH2:10][CH3:11])[C:5]([C:12]([O:14][CH2:15][CH3:16])=[O:13])=[CH:4][N:3]=1.N1C=CC=CC=1.O.Cl[C:25]([O:27][C:28]1[CH:33]=[CH:32][CH:31]=[CH:30][CH:29]=1)=[O:26], predict the reaction product. The product is: [O:27]([C:25]([NH:1][C:2]1[N:7]=[C:6]([NH:8][CH2:9][CH2:10][CH3:11])[C:5]([C:12]([O:14][CH2:15][CH3:16])=[O:13])=[CH:4][N:3]=1)=[O:26])[C:28]1[CH:33]=[CH:32][CH:31]=[CH:30][CH:29]=1. (7) Given the reactants [OH:1][C:2]1[CH:7]=[CH:6][C:5]([CH2:8][CH2:9][NH:10][C:11](=[O:17])[O:12][C:13]([CH3:16])([CH3:15])[CH3:14])=[CH:4][CH:3]=1.Br[CH2:19][CH2:20][CH:21]=[CH2:22].C(=O)([O-])[O-].[K+].[K+], predict the reaction product. The product is: [CH2:22]([O:1][C:2]1[CH:3]=[CH:4][C:5]([CH2:8][CH2:9][NH:10][C:11](=[O:17])[O:12][C:13]([CH3:14])([CH3:16])[CH3:15])=[CH:6][CH:7]=1)[CH2:21][CH:20]=[CH2:19].